From a dataset of Full USPTO retrosynthesis dataset with 1.9M reactions from patents (1976-2016). Predict the reactants needed to synthesize the given product. (1) Given the product [C:1]([O:5][C:6]([N:8]1[CH2:9][CH2:10][N:11]([C:14]([CH:15]2[CH2:16][CH2:20][N:21]([CH2:27][C:28]3[CH:29]=[CH:30][CH:31]=[CH:32][CH:33]=3)[CH2:22]2)=[O:17])[CH2:12][CH2:13]1)=[O:7])([CH3:4])([CH3:3])[CH3:2], predict the reactants needed to synthesize it. The reactants are: [C:1]([O:5][C:6]([N:8]1[CH2:13][CH2:12][N:11]([C:14](=[O:17])[CH:15]=[CH2:16])[CH2:10][CH2:9]1)=[O:7])([CH3:4])([CH3:3])[CH3:2].CO[CH2:20][N:21]([CH2:27][C:28]1[CH:33]=[CH:32][CH:31]=[CH:30][CH:29]=1)[CH2:22][Si](C)(C)C. (2) Given the product [OH:4][CH2:5][C:6]1[C:7]([N:37]2[CH2:49][CH2:48][N:40]3[C:41]4[CH2:42][CH2:43][CH2:44][CH2:45][C:46]=4[CH:47]=[C:39]3[C:38]2=[O:50])=[N:8][CH:9]=[CH:10][C:11]=1[C:12]1[CH:17]=[C:16]([NH:18][C:19]2[CH:24]=[N:23][C:22]([N:25]3[CH2:30][CH2:29][N:28]([CH:31]4[CH2:34][O:33][CH2:32]4)[CH2:27][CH2:26]3)=[CH:21][N:20]=2)[C:15](=[O:35])[N:14]([CH3:36])[CH:13]=1, predict the reactants needed to synthesize it. The reactants are: C([O:4][CH2:5][C:6]1[C:7]([N:37]2[CH2:49][CH2:48][N:40]3[C:41]4[CH2:42][CH2:43][CH2:44][CH2:45][C:46]=4[CH:47]=[C:39]3[C:38]2=[O:50])=[N:8][CH:9]=[CH:10][C:11]=1[C:12]1[CH:17]=[C:16]([NH:18][C:19]2[CH:24]=[N:23][C:22]([N:25]3[CH2:30][CH2:29][N:28]([CH:31]4[CH2:34][O:33][CH2:32]4)[CH2:27][CH2:26]3)=[CH:21][N:20]=2)[C:15](=[O:35])[N:14]([CH3:36])[CH:13]=1)(=O)C.[OH-].[Li+]. (3) Given the product [CH2:1]([O:4][C:5](=[O:40])[C@@H:6]([NH:32][C:33]([O:35][C:36]([CH3:39])([CH3:38])[CH3:37])=[O:34])[CH2:7][C:8]1[CH:9]=[CH:10][C:11]([O:12][C:13]([NH:15][CH2:16][CH2:17][C@H:18]([NH:22][C:23]([O:25][C:26]([CH3:29])([CH3:28])[CH3:27])=[O:24])[C:19]([NH:63][C@H:62]([C:64]([NH:66][CH2:67][C:68]([NH2:70])=[O:69])=[O:65])[CH2:61][S:60][C:41]([C:42]2[CH:47]=[CH:46][CH:45]=[CH:44][CH:43]=2)([C:48]2[CH:53]=[CH:52][CH:51]=[CH:50][CH:49]=2)[C:54]2[CH:55]=[CH:56][CH:57]=[CH:58][CH:59]=2)=[O:20])=[O:14])=[CH:30][CH:31]=1)[CH:2]=[CH2:3], predict the reactants needed to synthesize it. The reactants are: [CH2:1]([O:4][C:5](=[O:40])[C@@H:6]([NH:32][C:33]([O:35][C:36]([CH3:39])([CH3:38])[CH3:37])=[O:34])[CH2:7][C:8]1[CH:31]=[CH:30][C:11]([O:12][C:13]([NH:15][CH2:16][CH2:17][C@H:18]([NH:22][C:23]([O:25][C:26]([CH3:29])([CH3:28])[CH3:27])=[O:24])[C:19](O)=[O:20])=[O:14])=[CH:10][CH:9]=1)[CH:2]=[CH2:3].[C:41]([S:60][CH2:61][C@@H:62]([C:64]([NH:66][CH2:67][C:68]([NH2:70])=[O:69])=[O:65])[NH2:63])([C:54]1[CH:59]=[CH:58][CH:57]=[CH:56][CH:55]=1)([C:48]1[CH:53]=[CH:52][CH:51]=[CH:50][CH:49]=1)[C:42]1[CH:47]=[CH:46][CH:45]=[CH:44][CH:43]=1.C(N(CC)C(C)C)(C)C.CN(C(ON1N=NC2C=CC=NC1=2)=[N+](C)C)C.F[P-](F)(F)(F)(F)F. (4) Given the product [N+:22]([C:25]1[CH:26]=[CH:27][C:28]([S:31]([C:2]2[CH:3]=[CH:4][C:5]3[O:14][C:13]4[CH2:12][CH2:11][N:10]([C:15]([O:17][C:18]([CH3:21])([CH3:20])[CH3:19])=[O:16])[CH2:9][C:8]=4[C:6]=3[CH:7]=2)(=[O:33])=[O:32])=[CH:29][CH:30]=1)([O-:24])=[O:23], predict the reactants needed to synthesize it. The reactants are: Br[C:2]1[CH:3]=[CH:4][C:5]2[O:14][C:13]3[CH2:12][CH2:11][N:10]([C:15]([O:17][C:18]([CH3:21])([CH3:20])[CH3:19])=[O:16])[CH2:9][C:8]=3[C:6]=2[CH:7]=1.[N+:22]([C:25]1[CH:30]=[CH:29][C:28]([S:31]([O-:33])=[O:32])=[CH:27][CH:26]=1)([O-:24])=[O:23].[Na+].